Dataset: Forward reaction prediction with 1.9M reactions from USPTO patents (1976-2016). Task: Predict the product of the given reaction. (1) Given the reactants I[C:2]1[C:3]([S:8][CH2:9][C:10]2[CH:15]=[CH:14][C:13]([O:16][CH3:17])=[CH:12][CH:11]=2)=[N:4][CH:5]=[CH:6][CH:7]=1.[CH3:18][O:19][C:20]1[CH:25]=[CH:24][C:23](B(O)O)=[CH:22][CH:21]=1, predict the reaction product. The product is: [CH3:17][O:16][C:13]1[CH:14]=[CH:15][C:10]([CH2:9][S:8][C:3]2[C:2]([C:23]3[CH:24]=[CH:25][C:20]([O:19][CH3:18])=[CH:21][CH:22]=3)=[CH:7][CH:6]=[CH:5][N:4]=2)=[CH:11][CH:12]=1. (2) Given the reactants [OH:1][C:2]1[CH:7]=[C:6]([CH3:8])[CH:5]=[CH:4][C:3]=1[NH:9][C:10]1[O:11][CH2:12][C:13](=[O:20])[C:14]=1[C:15]([O:17][CH2:18][CH3:19])=[O:16].[NH:21]1[C:29]2[C:24](=[CH:25][CH:26]=[CH:27][N:28]=2)[C:23]([CH:30]=O)=[CH:22]1.[OH-].[Na+], predict the reaction product. The product is: [NH:21]1[C:29]2=[N:28][CH:27]=[CH:26][CH:25]=[C:24]2[C:23]([CH:30]=[C:12]2[O:11][C:10]([NH:9][C:3]3[CH:4]=[CH:5][C:6]([CH3:8])=[CH:7][C:2]=3[OH:1])=[C:14]([C:15]([O:17][CH2:18][CH3:19])=[O:16])[C:13]2=[O:20])=[CH:22]1. (3) Given the reactants [F:1][C:2]1[CH:10]=[CH:9][C:5]([C:6]([OH:8])=O)=[CH:4][CH:3]=1.[N:11]1[C:20]2[C:15](=[CH:16][CH:17]=[CH:18][CH:19]=2)[CH:14]=[C:13]([NH2:21])[CH:12]=1.F[P-](F)(F)(F)(F)F.N1(OC(N(C)C)=[N+](C)C)C2C=CC=CC=2N=N1.C(N(CC)C(C)C)(C)C, predict the reaction product. The product is: [F:1][C:2]1[CH:3]=[CH:4][C:5]([C:6]([NH:21][C:13]2[CH:12]=[N:11][C:20]3[C:15]([CH:14]=2)=[CH:16][CH:17]=[CH:18][CH:19]=3)=[O:8])=[CH:9][CH:10]=1. (4) The product is: [NH2:1][C@H:2]([C:5]([NH:7][C@H:8]([C:16]([NH2:18])=[O:17])[CH2:9][C:10]1[CH:15]=[CH:14][CH:13]=[CH:12][CH:11]=1)=[O:6])[CH2:3][NH2:4]. Given the reactants [NH:1](C(OC(C)(C)C)=O)[C@H:2]([C:5]([NH:7][C@H:8]([C:16]([NH2:18])=[O:17])[CH2:9][C:10]1[CH:15]=[CH:14][CH:13]=[CH:12][CH:11]=1)=[O:6])[CH2:3][NH2:4].C(O)(C(F)(F)F)=O, predict the reaction product.